Dataset: Forward reaction prediction with 1.9M reactions from USPTO patents (1976-2016). Task: Predict the product of the given reaction. (1) Given the reactants [Cl:1][C:2]1[CH:15]=[CH:14][C:5]([O:6][C:7]2[CH:12]=[CH:11][CH:10]=[CH:9][C:8]=2[NH2:13])=[CH:4][CH:3]=1.[CH3:16][CH2:17][O:18][C:19]([N:21]1[C@@H:25]2[CH2:26][C:27]([CH2:29][C@H:22]1[CH2:23][CH2:24]2)=O)=[O:20].C(O)(=O)C.C(O[BH-](OC(=O)C)OC(=O)C)(=O)C.[Na+].[Cl:48]CCCl, predict the reaction product. The product is: [Cl:48][C:14]1[CH:15]=[C:2]([Cl:1])[CH:3]=[CH:4][C:5]=1[O:6][C:7]1[CH:12]=[CH:11][CH:10]=[CH:9][C:8]=1[NH:13][CH:27]1[CH2:29][CH:22]2[N:21]([C:19]([O:18][CH2:17][CH3:16])=[O:20])[CH:25]([CH2:24][CH2:23]2)[CH2:26]1. (2) Given the reactants [N:1]1([C@@H:6]2[CH2:10][NH:9][CH2:8][C@H:7]2[OH:11])[CH2:5][CH2:4][CH2:3][CH2:2]1.Cl[C:13]([CH3:17])([CH3:16])[C:14]#[CH:15].CCN(CC)CC, predict the reaction product. The product is: [CH3:16][C:13]([N:9]1[CH2:10][C@@H:6]([N:1]2[CH2:2][CH2:3][CH2:4][CH2:5]2)[C@H:7]([OH:11])[CH2:8]1)([C:14]#[CH:15])[CH3:17]. (3) Given the reactants [CH3:1][C:2]1[N:11]([C:12]2[CH:17]=[CH:16][CH:15]=[C:14]([C:18]([F:21])([F:20])[F:19])[CH:13]=2)[C:10](=[O:22])[C:9]2[C:4](=[CH:5][CH:6]=[CH:7][C:8]=2[NH:23][C:24]([C:26]2[N:27]=[CH:28]S[CH:30]=2)=[O:25])[N:3]=1.C[C:32]1N(C2C=CC=C(OC(F)(F)F)C=2)C(=O)C2C(=CC=CC=2NC(C2N=CSC=2)=O)[N:33]=1.CC1N(C2C=CC=C(OC(F)(F)F)C=2)C(=O)C2C(=CC=CC=2NC(C2C=NC=CN=2)=O)N=1.CC1N(C2C=CC=C(OC(F)(F)F)C=2)C(=O)C2C(=CC=CC=2NC(=O)CC2C=NC=CC=2)N=1, predict the reaction product. The product is: [CH3:1][C:2]1[N:11]([C:12]2[CH:17]=[CH:16][CH:15]=[C:14]([C:18]([F:21])([F:20])[F:19])[CH:13]=2)[C:10](=[O:22])[C:9]2[C:4](=[CH:5][CH:6]=[CH:7][C:8]=2[NH:23][C:24]([C:26]2[CH:30]=[N:33][CH:32]=[CH:28][N:27]=2)=[O:25])[N:3]=1. (4) Given the reactants [Br:1][C:2]1[CH:10]=[C:9]([CH3:11])[C:8]([O:12][CH2:13][CH3:14])=[CH:7][C:3]=1[C:4]([O-])=[O:5].CC(C[AlH]CC(C)C)C.CCOC(C)=O, predict the reaction product. The product is: [Br:1][C:2]1[CH:10]=[C:9]([CH3:11])[C:8]([O:12][CH2:13][CH3:14])=[CH:7][C:3]=1[CH2:4][OH:5]. (5) Given the reactants [OH:1][C@@H:2]1[C@@H:7]([C:8]2[CH:13]=[CH:12][C:11]([O:14][CH3:15])=[CH:10][CH:9]=2)[C@H:6]([O:16][Si:17]([CH:24]([CH3:26])[CH3:25])([CH:21]([CH3:23])[CH3:22])[CH:18]([CH3:20])[CH3:19])[CH2:5][N:4]([C:27]([O:29][CH2:30][C:31]2[CH:36]=[CH:35][CH:34]=[CH:33][CH:32]=2)=[O:28])[CH2:3]1.Cl[CH2:38][C:39]1[CH:40]=[CH:41][C:42]2[O:47][CH2:46][C:45](=[O:48])[N:44]([CH2:49][CH2:50][CH2:51][O:52][CH3:53])[C:43]=2[CH:54]=1, predict the reaction product. The product is: [CH3:15][O:14][C:11]1[CH:10]=[CH:9][C:8]([C@H:7]2[C@H:6]([O:16][Si:17]([CH:18]([CH3:19])[CH3:20])([CH:21]([CH3:23])[CH3:22])[CH:24]([CH3:26])[CH3:25])[CH2:5][N:4]([C:27]([O:29][CH2:30][C:31]3[CH:32]=[CH:33][CH:34]=[CH:35][CH:36]=3)=[O:28])[CH2:3][C@@H:2]2[O:1][CH2:38][C:39]2[CH:40]=[CH:41][C:42]3[O:47][CH2:46][C:45](=[O:48])[N:44]([CH2:49][CH2:50][CH2:51][O:52][CH3:53])[C:43]=3[CH:54]=2)=[CH:13][CH:12]=1. (6) Given the reactants [C:1]([O:5][C:6]([CH:8]=P(C1C=CC=CC=1)(C1C=CC=CC=1)C1C=CC=CC=1)=[O:7])([CH3:4])([CH3:3])[CH3:2].C1C(=O)N([Cl:35])C(=O)C1.C(=O)([O-])[O-].[K+].[K+].[CH3:42][O:43][CH2:44][O:45][C:46]1[CH:53]=[CH:52][C:49]([CH:50]=O)=[CH:48][CH:47]=1, predict the reaction product. The product is: [Cl:35]/[C:8](=[CH:50]\[C:49]1[CH:52]=[CH:53][C:46]([O:45][CH2:44][O:43][CH3:42])=[CH:47][CH:48]=1)/[C:6]([O:5][C:1]([CH3:4])([CH3:3])[CH3:2])=[O:7].